The task is: Regression. Given two drug SMILES strings and cell line genomic features, predict the synergy score measuring deviation from expected non-interaction effect.. This data is from NCI-60 drug combinations with 297,098 pairs across 59 cell lines. (1) Drug 1: CC1C(C(CC(O1)OC2CC(CC3=C2C(=C4C(=C3O)C(=O)C5=C(C4=O)C(=CC=C5)OC)O)(C(=O)C)O)N)O.Cl. Drug 2: CC1=C(C=C(C=C1)NC(=O)C2=CC=C(C=C2)CN3CCN(CC3)C)NC4=NC=CC(=N4)C5=CN=CC=C5. Cell line: NCI-H522. Synergy scores: CSS=17.2, Synergy_ZIP=-5.67, Synergy_Bliss=-1.24, Synergy_Loewe=-11.1, Synergy_HSA=-2.14. (2) Drug 1: CC(C)(C#N)C1=CC(=CC(=C1)CN2C=NC=N2)C(C)(C)C#N. Drug 2: CC(C)CN1C=NC2=C1C3=CC=CC=C3N=C2N. Cell line: HL-60(TB). Synergy scores: CSS=12.6, Synergy_ZIP=0.841, Synergy_Bliss=2.16, Synergy_Loewe=3.57, Synergy_HSA=0.630. (3) Drug 1: CC12CCC3C(C1CCC2O)C(CC4=C3C=CC(=C4)O)CCCCCCCCCS(=O)CCCC(C(F)(F)F)(F)F. Drug 2: C1CC(=O)NC(=O)C1N2C(=O)C3=CC=CC=C3C2=O. Cell line: SNB-19. Synergy scores: CSS=-1.53, Synergy_ZIP=3.30, Synergy_Bliss=4.90, Synergy_Loewe=1.33, Synergy_HSA=1.01. (4) Drug 1: C1=CC(=CC=C1CC(C(=O)O)N)N(CCCl)CCCl.Cl. Drug 2: COCCOC1=C(C=C2C(=C1)C(=NC=N2)NC3=CC=CC(=C3)C#C)OCCOC.Cl. Cell line: HOP-92. Synergy scores: CSS=17.6, Synergy_ZIP=-5.59, Synergy_Bliss=1.33, Synergy_Loewe=1.46, Synergy_HSA=2.01.